From a dataset of Full USPTO retrosynthesis dataset with 1.9M reactions from patents (1976-2016). Predict the reactants needed to synthesize the given product. Given the product [S:15]1[CH:14]=[CH:13][C:12]2[C:11]3[NH:7][N:8]=[C:9]([C:18]4[CH:19]=[CH:20][C:21]([C:24]5[CH:29]=[CH:28][C:27]([C:30]#[N:31])=[CH:26][CH:25]=5)=[CH:22][CH:23]=4)[C:10]=3[CH2:17][C:16]1=2, predict the reactants needed to synthesize it. The reactants are: C[Si](C)(C)CCOC[N:7]1[C:11]2[C:12]3[CH:13]=[CH:14][S:15][C:16]=3[CH2:17][C:10]=2[C:9]([C:18]2[CH:23]=[CH:22][C:21]([C:24]3[CH:29]=[CH:28][C:27]([C:30]#[N:31])=[CH:26][CH:25]=3)=[CH:20][CH:19]=2)=[N:8]1.Cl.